Predict the product of the given reaction. From a dataset of Forward reaction prediction with 1.9M reactions from USPTO patents (1976-2016). (1) Given the reactants [C:1]1([CH:7]2[CH2:13][CH2:12][CH2:11][CH2:10][C:9](=[O:14])[CH2:8]2)[CH:6]=[CH:5][CH:4]=[CH:3][CH:2]=1.[C:15](=O)([O:18]C)[O:16][CH3:17].[H-].[Na+], predict the reaction product. The product is: [O:14]=[C:9]1[CH2:8][CH:7]([C:1]2[CH:6]=[CH:5][CH:4]=[CH:3][CH:2]=2)[CH2:13][CH2:12][CH2:11][CH:10]1[C:15]([O:16][CH3:17])=[O:18]. (2) Given the reactants BrC1C=C[C:5]([N:8]2[CH2:13][C@H:12](C)[NH:11][C@H:10]([CH3:15])[CH2:9]2)=CC=1.I[C:17]1[CH:22]=[CH:21][C:20]([I:23])=[CH:19][CH:18]=1.CN(C)[C@H]1CCNC1, predict the reaction product. The product is: [I:23][C:20]1[CH:21]=[CH:22][C:17]([N:11]2[CH2:10][CH2:15][C@H:13]([N:8]([CH3:5])[CH3:9])[CH2:12]2)=[CH:18][CH:19]=1. (3) Given the reactants [CH2:1]([O:4][C@H:5]1[C@H:10]2[CH2:11][C@H:7]([C@@H:8]([C:19]([N:21]3[CH2:25][CH2:24][CH2:23][C@H:22]3[C:26]#[N:27])=[O:20])[N:9]2[C:12]([O:14][C:15]([CH3:18])([CH3:17])[CH3:16])=[O:13])[CH2:6]1)[CH:2]=[CH2:3].CN(C)C=[O:31], predict the reaction product. The product is: [C:26]([C@@H:22]1[CH2:23][CH2:24][CH2:25][N:21]1[C:19]([C@@H:8]1[C@H:7]2[CH2:11][C@H:10]([C@H:5]([O:4][CH2:1][C:2](=[O:31])[CH3:3])[CH2:6]2)[N:9]1[C:12]([O:14][C:15]([CH3:18])([CH3:17])[CH3:16])=[O:13])=[O:20])#[N:27]. (4) Given the reactants [CH3:1][C:2]1[CH:3]=[C:4]([NH:13][C:14]2[N:19]=[C:18]([C:20]([F:23])([F:22])[F:21])[CH:17]=[CH:16][N:15]=2)[CH:5]=[C:6]([C:8]2[S:12][CH:11]=[N:10][CH:9]=2)[CH:7]=1.[Li+].CC([N-]C(C)C)C.[CH3:32][C:33]([CH3:35])=[O:34].[NH4+].[Cl-], predict the reaction product. The product is: [CH3:1][C:2]1[CH:7]=[C:6]([C:8]2[S:12][C:11]([C:33]([OH:34])([CH3:35])[CH3:32])=[N:10][CH:9]=2)[CH:5]=[C:4]([NH:13][C:14]2[N:19]=[C:18]([C:20]([F:21])([F:23])[F:22])[CH:17]=[CH:16][N:15]=2)[CH:3]=1. (5) The product is: [CH:21]1([CH2:20][O:13][C:11]2[C:10]([C:14]([O:16][CH2:17][CH3:18])=[O:15])=[N:9][N:8]([C:5]3[CH:4]=[CH:3][C:2]([F:1])=[CH:7][CH:6]=3)[CH:12]=2)[CH2:23][CH2:22]1. Given the reactants [F:1][C:2]1[CH:7]=[CH:6][C:5]([N:8]2[CH:12]=[C:11]([OH:13])[C:10]([C:14]([O:16][CH2:17][CH3:18])=[O:15])=[N:9]2)=[CH:4][CH:3]=1.Br[CH2:20][CH:21]1[CH2:23][CH2:22]1, predict the reaction product.